This data is from Catalyst prediction with 721,799 reactions and 888 catalyst types from USPTO. The task is: Predict which catalyst facilitates the given reaction. (1) Reactant: Cl.CN(C)CCCN=C=NCC.[Na].[F:14][C:15]1[C:20]([F:21])=[CH:19][CH:18]=[CH:17][C:16]=1[CH:22]([CH2:29][NH:30][CH2:31][C:32]1[CH:37]=[CH:36][C:35]([O:38][CH3:39])=[CH:34][C:33]=1[O:40][CH3:41])[CH2:23][CH2:24][CH2:25][C:26](O)=[O:27].Cl.O.ON1C2C=CC=CC=2N=N1.C(N(CC)CC)C. Product: [F:14][C:15]1[C:20]([F:21])=[CH:19][CH:18]=[CH:17][C:16]=1[CH:22]1[CH2:29][N:30]([CH2:31][C:32]2[CH:37]=[CH:36][C:35]([O:38][CH3:39])=[CH:34][C:33]=2[O:40][CH3:41])[C:26](=[O:27])[CH2:25][CH2:24][CH2:23]1. The catalyst class is: 10. (2) Reactant: [CH3:1][O:2][C:3](=[O:15])[CH2:4][C:5]1[CH:6]=[C:7]2[C:12](=[CH:13][CH:14]=1)[N:11]=[CH:10][CH:9]=[CH:8]2.O.C(=O)([O-])[O-:18].[K+].[K+]. Product: [CH3:1][O:2][C:3](=[O:15])[CH2:4][C:5]1[CH:6]=[C:7]2[C:12](=[CH:13][CH:14]=1)[N:11]([OH:18])[CH2:10][CH:9]=[CH:8]2. The catalyst class is: 57. (3) Reactant: [Br:1][C:2]1[C:3]([OH:10])=[C:4]([CH:7]=[CH:8][CH:9]=1)[CH:5]=[O:6].C(N(CC)CC)C.[CH3:18][O:19][CH2:20]Cl. Product: [Br:1][C:2]1[C:3]([O:10][CH2:18][O:19][CH3:20])=[C:4]([CH:7]=[CH:8][CH:9]=1)[CH:5]=[O:6]. The catalyst class is: 2. (4) Reactant: B.C1COCC1.[CH3:7][O:8][C:9]1[CH:30]=[CH:29][C:12]([CH2:13][N:14]2[CH:19]=[C:18]([C:20](O)=[O:21])[C:17]([C:23]([O:25][CH3:26])=[O:24])=[C:16]([Cl:27])[C:15]2=[O:28])=[CH:11][CH:10]=1. Product: [CH3:7][O:8][C:9]1[CH:30]=[CH:29][C:12]([CH2:13][N:14]2[CH:19]=[C:18]([CH2:20][OH:21])[C:17]([C:23]([O:25][CH3:26])=[O:24])=[C:16]([Cl:27])[C:15]2=[O:28])=[CH:11][CH:10]=1. The catalyst class is: 5.